Dataset: Reaction yield outcomes from USPTO patents with 853,638 reactions. Task: Predict the reaction yield, written as a fraction of the theoretical maximum amount of product (1.0 means a 100% yield; for example, 0.34 means a 34% yield). No catalyst specified. The product is [CH3:9][C:4]1[N:5]=[C:6]([NH:10][C:11]2[C:12]([F:19])=[CH:13][C:14]([F:18])=[C:15]([OH:17])[CH:16]=2)[CH:7]=[C:2]([NH:10][C:11]2[C:12]([F:19])=[CH:13][C:14]([F:18])=[C:15]([OH:17])[CH:16]=2)[N:3]=1. The yield is 0.570. The reactants are Cl[C:2]1[CH:7]=[C:6](Cl)[N:5]=[C:4]([CH3:9])[N:3]=1.[NH2:10][C:11]1[C:12]([F:19])=[CH:13][C:14]([F:18])=[C:15]([OH:17])[CH:16]=1.